Dataset: Reaction yield outcomes from USPTO patents with 853,638 reactions. Task: Predict the reaction yield, written as a fraction of the theoretical maximum amount of product (1.0 means a 100% yield; for example, 0.34 means a 34% yield). (1) The reactants are [CH:1]1([C:4]([NH:6][C:7]2[S:11][C:10]3[CH2:12][CH2:13][CH2:14][CH2:15][C:9]=3[C:8]=2[S:16]([OH:19])(=O)=[O:17])=[O:5])[CH2:3][CH2:2]1.C(Cl)(=O)C(Cl)=O.[NH3:26]. The catalyst is CN(C=O)C.C1COCC1. The product is [S:16]([C:8]1[C:9]2[CH2:15][CH2:14][CH2:13][CH2:12][C:10]=2[S:11][C:7]=1[NH:6][C:4]([CH:1]1[CH2:3][CH2:2]1)=[O:5])(=[O:19])(=[O:17])[NH2:26]. The yield is 0.250. (2) The reactants are [C:1]([O:5][C:6]([N:8]1[CH2:13][CH2:12][C:11]([C:16]2[CH:21]=[CH:20][C:19]([Cl:22])=[CH:18][CH:17]=2)([C:14]#[N:15])[CH2:10][CH2:9]1)=[O:7])([CH3:4])([CH3:3])[CH3:2].N.[H][H].ClCCl. The catalyst is C(O)C.[Ni].O. The product is [C:1]([O:5][C:6]([N:8]1[CH2:9][CH2:10][C:11]([CH2:14][NH2:15])([C:16]2[CH:21]=[CH:20][C:19]([Cl:22])=[CH:18][CH:17]=2)[CH2:12][CH2:13]1)=[O:7])([CH3:4])([CH3:3])[CH3:2]. The yield is 0.350.